From a dataset of Drug-target binding data from BindingDB using Ki measurements. Regression. Given a target protein amino acid sequence and a drug SMILES string, predict the binding affinity score between them. We predict pKi (pKi = -log10(Ki in M); higher means stronger inhibition). Dataset: bindingdb_ki. (1) The drug is On1nnc2cc(OCc3nn[nH]n3)ccc21. The target protein sequence is NLINYQDDAELATRAIPELTKLLNDEDQVVVNKAAVMVHQLSKKEASRHAIMRSPQMVSAIVRTMQNTNDVETARCTAGTLHNLSHHREGLLAIFKSGGIPALVKMLGSPVDSVLFYAITTLHNLLLHQEGAKMAVRLAGGLQKMVALLNKTNVKFLAITTDCLQILAYGNQESKLIILASGGPQALVNIMRTYTYEKLLWTTSRVLKVLSVCSSNKPAIVEAGGMQALGLHLTDPSQRLVQNCLWTLRNLSDAATKQEGMEGLLGTLVQLLGSDDINVVTCAAGILSNLTCNNYKNKMMVCQVGGIEALVRTVLRAGDREDITEPAICALRHLTSRHQEAEMAQNAVRLHYGLPVVVKLLHPPSHWPLIKATVGLIRNLALCPANHAPLREQGAIPRLVQLLVRAHQDTQRRTSMGGTQQQFVEGVRMEEIVEGCTGALHILARDVHNRIVIRGLNTIPLFVQLLYSPIENIQRVAAGVLCELAQDKEAAEAIEAEGAT.... The pKi is 4.3. (2) The small molecule is NNC(=O)c1ccncc1. The target protein (P9WNX1) has sequence MTMVGLIWAQATSGVIGRGGDIPWRLPEDQAHFREITMGHTIVMGRRTWDSLPAKVRPLPGRRNVVLSRQADFMASGAEVVGSLEEALTSPETWVIGGGQVYALALPYATRCEVTEVDIGLPREAGDALAPVLDETWRGETGEWRFSRSGLRYRLYSYHRS. The pKi is 9.0. (3) The small molecule is CC(C)CS(=O)(=O)Nc1ccc(CN2CCC(CNC(=O)c3cccc4c3OCCO4)CC2)cc1. The target protein (Q13639) has sequence MDKLDANVSSEEGFGSVEKVVLLTFLSTVILMAILGNLLVMVAVCWDRQLRKIKTNYFIVSLAFADLLVSVLVMPFGAIELVQDIWIYGEVFCLVRTSLDVLLTTASIFHLCCISLDRYYAICCQPLVYRNKMTPLRIALMLGGCWVIPTFISFLPIMQGWNNIGIIDLIEKRKFNQNSNSTYCVFMVNKPYAITCSVVAFYIPFLLMVLAYYRIYVTAKEHAHQIQMLQRAGASSESRPQSADQHSTHRMRTETKAAKTLCIIMGCFCLCWAPFFVTNIVDPFIDYTVPGQVWTAFLWLGYINSGLNPFLYAFLNKSFRRAFLIILCCDDERYRRPSILGQTVPCSTTTINGSTHVLRDAVECGGQWESQCHPPATSPLVAAQPSDT. The pKi is 9.5. (4) The small molecule is CC(C)(Cc1coc(C2(C)C(=O)Nc3nc(-c4nn(CC5CCCCC5)c5cc(Cl)ccc45)nc(N)c32)n1)C(=O)O. The target protein (Q02108) has sequence MFCTKLKDLKITGECPFSLLAPGQVPNESSEEAAGSSESCKATVPICQDIPEKNIQESLPQRKTSRSRVYLHTLAESICKLIFPEFERLNVALQRTLAKHKIKESRKSLEREDFEKTIAEQAVAAGVPVEVIKESLGEEVFKICYEEDENILGVVGGTLKDFLNSFSTLLKQSSHCQEAGKRGRLEDASILCLDKEDDFLHVYYFFPKRTTSLILPGIIKAAAHVLYETEVEVSLMPPCFHNDCSEFVNQPYLLYSVHMKSTKPSLSPSKPQSSLVIPTSLFCKTFPFHFMFDKDMTILQFGNGIRRLMNRRDFQGKPNFEEYFEILTPKINQTFSGIMTMLNMQFVVRVRRWDNSVKKSSRVMDLKGQMIYIVESSAILFLGSPCVDRLEDFTGRGLYLSDIPIHNALRDVVLIGEQARAQDGLKKRLGKLKATLEQAHQALEEEKKKTVDLLCSIFPCEVAQQLWQGQVVQAKKFSNVTMLFSDIVGFTAICSQCSPL.... The pKi is 9.7. (5) The drug is CCOc1ccc(C)nc1C(=O)N1C2CCC1C(Nc1cnc3ccccc3n1)C2. The target protein (P56718) has sequence MEPSATPGAQPGVPTSSGEPFHLPPDYEDEFLRYLWRDYLYPKQYEWVLIAAYVAVFLIALVGNTLVCLAVWRNHHMRTVTNYFIVNLSLADVLVTAICLPASLLVDITESWLFGHALCKVIPYLQAVSVSVAVLTLSFIALDRWYAICHPLLFKSTARRARGSILGIWAVSLAVMVPQAAVMECSSVLPELANRTRLFSVCDERWADELYPKIYHSCFFFVTYLAPLGLMGMAYFQIFRKLWGPQIPGTTSALVRNWKRPSEQLEAQHQGLCTEPQPRARAFLAEVKQMRARRKTAKMLMVVLLVFALCYLPISVLNVLKRVFGMFRQASDREAVYACFTFSHWLVYANSAANPIIYNFLSGKFREQFKAAFSCCLPGLGPSSSARHKSLSLQSRCSVSKVSEHVVLTTVTTVLS. The pKi is 5.0. (6) The compound is O=C(c1ccc(F)cc1)C1CCN(CCn2c(=O)[nH]c3ccccc3c2=O)CC1. The target protein (Q60F97) has sequence MVNLRKAVHSFLVHLIGLLVWQCDISVSPVAALVTDIFNTSDGGRFKFPDGVQNWPALSIVIIIILTIGGNILVIMAVSLEKKLHNATNYFLMSLAIADMLVGLLVMPLSLLAILYDYVWPLPRYLCPVWISLDVLFSTASIMHLCAISLDRYVAIRNPVEHSRFNSRTKAIMKIAIVWAISIGVSVPIPVIGLRDEEKVFVNNTTCVLNDPNFVLIGSFVAFFIPLTIMVITYCLTIHVLRRQALMLLHGHVEEPPRINLDFLKCCRRNGTEEENSANPNQDSNPRRRKKKERRPRGTMQAINNERKASKVLGIVFFVFLVMWCPFFITNILSVLCGKACNQKLMEKLLNVFVWIGYVCSGINPLVYTLFNKIYRRAFSNYLRCNYKPEKKPPVRQMPRVAATALSGRELNVNIYRHTNEPVLKKANDKEPGIEMQVENLELPVNPSSVVSERISSV. The pKi is 7.9.